This data is from Reaction yield outcomes from USPTO patents with 853,638 reactions. The task is: Predict the reaction yield, written as a fraction of the theoretical maximum amount of product (1.0 means a 100% yield; for example, 0.34 means a 34% yield). (1) The reactants are [C:1]([O:4][C@H:5]1[C@H:10]([OH:11])[CH2:9][CH2:8][CH2:7][C@@H:6]1[N:12]=[N+:13]=[N-:14])(=[O:3])[CH3:2].N1C=CC=CC=1.O(S(C(F)(F)F)(=O)=O)S(C(F)(F)F)(=O)=O. The catalyst is C(Cl)Cl. The product is [C:1]([O:4][C@H:5]1[C@@H:10]([OH:11])[CH2:9][CH2:8][CH2:7][C@@H:6]1[N:12]=[N+:13]=[N-:14])(=[O:3])[CH3:2]. The yield is 0.640. (2) The reactants are CS(O)(=O)=O.[NH2:6][CH2:7][C:8]1[CH:9]=[C:10]2[C:14](=[CH:15][CH:16]=1)[C:13](=[O:17])[N:12]([CH:18]1[CH2:23][CH2:22][C:21](=[O:24])[NH:20][C:19]1=[O:25])[CH2:11]2.[C:26](Cl)(=[O:33])[C:27]1[CH:32]=[CH:31][CH:30]=[CH:29][CH:28]=1.C(N(CC)CC)C.Cl. The catalyst is C(#N)C. The product is [O:25]=[C:19]1[CH:18]([N:12]2[CH2:11][C:10]3[C:14](=[CH:15][CH:16]=[C:8]([CH2:7][NH:6][C:26](=[O:33])[C:27]4[CH:32]=[CH:31][CH:30]=[CH:29][CH:28]=4)[CH:9]=3)[C:13]2=[O:17])[CH2:23][CH2:22][C:21](=[O:24])[NH:20]1. The yield is 0.640.